This data is from Forward reaction prediction with 1.9M reactions from USPTO patents (1976-2016). The task is: Predict the product of the given reaction. (1) Given the reactants Cl[C:2]1[CH2:6][C@H:5]([CH:7]2[CH2:11][CH2:10][CH2:9][CH2:8]2)[N:4]([C:12]2[CH:19]=[CH:18][C:15]([C:16]#[N:17])=[C:14]([CH3:20])[N:13]=2)[N:3]=1.CC1(C)C(C)(C)OB([C:29]2[CH:37]=[C:36]3[C:32]([CH2:33][NH:34][C:35]3=[O:38])=[CH:31][CH:30]=2)O1, predict the reaction product. The product is: [CH:7]1([C@@H:5]2[N:4]([C:12]3[CH:19]=[CH:18][C:15]([C:16]#[N:17])=[C:14]([CH3:20])[N:13]=3)[N:3]=[C:2]([C:29]3[CH:37]=[C:36]4[C:32](=[CH:31][CH:30]=3)[CH2:33][NH:34][C:35]4=[O:38])[CH2:6]2)[CH2:11][CH2:10][CH2:9][CH2:8]1. (2) Given the reactants [CH3:1][O:2][C:3](=[O:14])[CH2:4][CH2:5][C:6]1[CH:11]=[CH:10][C:9]([OH:12])=[CH:8][C:7]=1[CH3:13].[CH3:15][CH:16]([O:31]C(=O)C)[CH2:17][CH2:18][CH2:19]OS(C1C=CC(C)=CC=1)(=O)=O.C([O-])([O-])=O.[Cs+].[Cs+].Cl.C([O-])([O-])=O.[K+].[K+], predict the reaction product. The product is: [CH3:1][O:2][C:3](=[O:14])[CH2:4][CH2:5][C:6]1[CH:11]=[CH:10][C:9]([O:12][CH2:19][CH2:18][CH2:17][CH:16]([OH:31])[CH3:15])=[CH:8][C:7]=1[CH3:13]. (3) Given the reactants [F:1][CH:2]([F:11])[O:3][C:4]1[CH:10]=[CH:9][C:7]([NH2:8])=[CH:6][CH:5]=1.[I:12]Cl.O, predict the reaction product. The product is: [I:12][C:9]1[CH:10]=[C:4]([O:3][CH:2]([F:11])[F:1])[CH:5]=[CH:6][C:7]=1[NH2:8]. (4) Given the reactants [CH2:1]([N:3]([CH2:16][CH3:17])[C:4]1[CH:9]=[CH:8][C:7]([C:10]2[S:11][C:12]([NH2:15])=[CH:13][N:14]=2)=[CH:6][CH:5]=1)[CH3:2].C[Al](C)C.[NH:22](/[C:26](/[CH3:32])=[CH:27]\[C:28](OC)=[O:29])[C:23]([CH3:25])=O, predict the reaction product. The product is: [CH2:16]([N:3]([CH2:1][CH3:2])[C:4]1[CH:9]=[CH:8][C:7]([C:10]2[S:11][C:12]([N:15]3[C:28](=[O:29])[CH:27]=[C:26]([CH3:32])[N:22]=[C:23]3[CH3:25])=[CH:13][N:14]=2)=[CH:6][CH:5]=1)[CH3:17]. (5) The product is: [CH2:4]([S:6][C:7]1[CH:8]=[C:9]([CH:23]=[CH:24][CH:25]=1)[O:10][C:11]1[N:21]=[CH:20][C:19]([F:22])=[CH:18][C:12]=1[C:13]([OH:15])=[O:14])[CH3:5]. Given the reactants O.[OH-].[Li+].[CH2:4]([S:6][C:7]1[CH:8]=[C:9]([CH:23]=[CH:24][CH:25]=1)[O:10][C:11]1[N:21]=[CH:20][C:19]([F:22])=[CH:18][C:12]=1[C:13]([O:15]CC)=[O:14])[CH3:5], predict the reaction product. (6) Given the reactants [CH3:1][N:2]([CH2:20][CH2:21][C:22]1[CH:27]=[CH:26][CH:25]=[CH:24][N:23]=1)[CH2:3][CH2:4][CH2:5][NH:6][C:7]1[CH:16]=[CH:15][C:10]([C:11]([O:13][CH3:14])=[O:12])=[CH:9][C:8]=1[N+:17]([O-])=O, predict the reaction product. The product is: [NH2:17][C:8]1[CH:9]=[C:10]([CH:15]=[CH:16][C:7]=1[NH:6][CH2:5][CH2:4][CH2:3][N:2]([CH3:1])[CH2:20][CH2:21][C:22]1[CH:27]=[CH:26][CH:25]=[CH:24][N:23]=1)[C:11]([O:13][CH3:14])=[O:12].